Dataset: Full USPTO retrosynthesis dataset with 1.9M reactions from patents (1976-2016). Task: Predict the reactants needed to synthesize the given product. (1) Given the product [CH:34]1([CH:37]=[C:30]([C:29]([N:25]2[CH2:26][CH2:27][CH2:28][CH:23]([NH:22][C:3]3[C:2]([F:1])=[CH:7][N:6]=[C:5]([NH:8][C:9]4[CH:10]=[N:11][C:12]([N:15]5[CH2:20][CH2:19][N:18]([CH3:21])[CH2:17][CH2:16]5)=[CH:13][CH:14]=4)[N:4]=3)[CH2:24]2)=[O:33])[C:31]#[N:32])[CH2:36][CH2:35]1, predict the reactants needed to synthesize it. The reactants are: [F:1][C:2]1[C:3]([NH:22][CH:23]2[CH2:28][CH2:27][CH2:26][N:25]([C:29](=[O:33])[CH2:30][C:31]#[N:32])[CH2:24]2)=[N:4][C:5]([NH:8][C:9]2[CH:10]=[N:11][C:12]([N:15]3[CH2:20][CH2:19][N:18]([CH3:21])[CH2:17][CH2:16]3)=[CH:13][CH:14]=2)=[N:6][CH:7]=1.[CH:34]1([CH:37]=O)[CH2:36][CH2:35]1. (2) Given the product [C:15]1([N:21]2[CH2:26][CH2:25][N:24]([C:12]([C:10]3[S:11][C:7]([C:4]4[CH:3]=[CH:2][N:1]=[CH:6][CH:5]=4)=[CH:8][CH:9]=3)=[O:14])[CH2:23][CH2:22]2)[CH:20]=[CH:19][CH:18]=[CH:17][CH:16]=1, predict the reactants needed to synthesize it. The reactants are: [N:1]1[CH:6]=[CH:5][C:4]([C:7]2[S:11][C:10]([C:12]([OH:14])=O)=[CH:9][CH:8]=2)=[CH:3][CH:2]=1.[C:15]1([N:21]2[CH2:26][CH2:25][NH:24][CH2:23][CH2:22]2)[CH:20]=[CH:19][CH:18]=[CH:17][CH:16]=1. (3) Given the product [Cl:25][C:14]1[C:15]2[C:7]([C:1]3[CH:6]=[CH:5][CH:4]=[CH:3][CH:2]=3)=[C:8]([C:17]3[CH:22]=[CH:21][CH:20]=[CH:19][CH:18]=3)[O:9][C:10]=2[N:11]=[CH:12][N:13]=1, predict the reactants needed to synthesize it. The reactants are: [C:1]1([C:7]2[C:15]3[C:14](=O)[NH:13][CH:12]=[N:11][C:10]=3[O:9][C:8]=2[C:17]2[CH:22]=[CH:21][CH:20]=[CH:19][CH:18]=2)[CH:6]=[CH:5][CH:4]=[CH:3][CH:2]=1.O=P(Cl)(Cl)[Cl:25].C(=O)(O)[O-].[Na+]. (4) Given the product [OH:1][C:2]1[CH:3]=[C:4]([N:8]2[CH:12]=[CH:11][C:10]([C:13]([OH:16])=[O:14])=[CH:9]2)[CH:5]=[CH:6][CH:7]=1, predict the reactants needed to synthesize it. The reactants are: [OH:1][C:2]1[CH:3]=[C:4]([N:8]2[CH:12]=[CH:11][C:10]([CH:13]=[O:14])=[CH:9]2)[CH:5]=[CH:6][CH:7]=1.C[OH:16]. (5) Given the product [CH3:31][C:30]1[C:25]([N:22]2[CH2:23][CH2:24][N:19]([C:17]([C:14]3[CH:15]=[CH:16][C:11]([N:4]4[C@H:3]([CH2:1][CH3:2])[CH2:7][CH2:6][S:5]4(=[O:9])=[O:8])=[CH:12][C:13]=3[F:33])=[O:18])[CH2:20][CH2:21]2)=[N:26][CH:27]=[C:28]([CH3:32])[CH:29]=1, predict the reactants needed to synthesize it. The reactants are: [CH2:1]([C@@H:3]1[CH2:7][CH2:6][S:5](=[O:9])(=[O:8])[NH:4]1)[CH3:2].Br[C:11]1[CH:16]=[CH:15][C:14]([C:17]([N:19]2[CH2:24][CH2:23][N:22]([C:25]3[C:30]([CH3:31])=[CH:29][C:28]([CH3:32])=[CH:27][N:26]=3)[CH2:21][CH2:20]2)=[O:18])=[C:13]([F:33])[CH:12]=1. (6) Given the product [CH3:23][O:24][C:25]([C@@H:26]1[CH2:30][C@@H:29]([O:31][S:41]([CH3:40])(=[O:43])=[O:42])[CH2:28][N:27]1[C:6]([C:3]1([C:2]([F:10])([F:9])[F:1])[CH2:5][CH2:4]1)=[O:7])=[O:32], predict the reactants needed to synthesize it. The reactants are: [F:1][C:2]([F:10])([F:9])[C:3]1([C:6](O)=[O:7])[CH2:5][CH2:4]1.CN(C=O)C.C(Cl)(=O)C(Cl)=O.Cl.[CH3:23][O:24][C:25](=[O:32])[C@@H:26]1[CH2:30][C@@H:29]([OH:31])[CH2:28][NH:27]1.C(N(CC)CC)C.[CH3:40][S:41](Cl)(=[O:43])=[O:42].Cl. (7) Given the product [NH2:1][C:2]1[C:3]2[C:11](=[O:12])[CH:10]=[CH:9][N:8]([CH:28]([C:26]3[C:25]([O:31][CH3:32])=[C:24]([CH:33]4[CH2:34][N:35]([C:37]([O:39][C:40]([CH3:42])([CH3:41])[CH3:43])=[O:38])[CH2:36]4)[C:23]([CH3:44])=[C:22]([Cl:21])[CH:27]=3)[CH3:29])[C:4]=2[N:5]=[CH:6][N:7]=1, predict the reactants needed to synthesize it. The reactants are: [NH2:1][C:2]1[C:3]2[C:11](=[O:12])[CH:10]=[CH:9][NH:8][C:4]=2[N:5]=[CH:6][N:7]=1.C(=O)([O-])[O-].[Cs+].[Cs+].[I-].[K+].[Cl:21][C:22]1[C:23]([CH3:44])=[C:24]([CH:33]2[CH2:36][N:35]([C:37]([O:39][C:40]([CH3:43])([CH3:42])[CH3:41])=[O:38])[CH2:34]2)[C:25]([O:31][CH3:32])=[C:26]([CH:28](Cl)[CH3:29])[CH:27]=1.